From a dataset of Catalyst prediction with 721,799 reactions and 888 catalyst types from USPTO. Predict which catalyst facilitates the given reaction. (1) Reactant: [Cl:1][C:2]1[CH:25]=[CH:24][C:5]([CH2:6][NH:7][C:8]([C:10]2[C:11](=[O:23])[C:12]3[S:19][C:18]([CH2:20]Cl)=[C:17]([CH3:22])[C:13]=3[N:14]([CH3:16])[CH:15]=2)=[O:9])=[CH:4][CH:3]=1.[CH3:26][NH:27][CH2:28][CH:29]([C:31]1[CH:32]=[N+:33]([O-:37])[CH:34]=[CH:35][CH:36]=1)[OH:30].C(N(C(C)C)CC)(C)C. Product: [Cl:1][C:2]1[CH:3]=[CH:4][C:5]([CH2:6][NH:7][C:8]([C:10]2[C:11](=[O:23])[C:12]3[S:19][C:18]([CH2:20][N:27]([CH2:28][CH:29]([OH:30])[C:31]4[CH:32]=[N+:33]([O-:37])[CH:34]=[CH:35][CH:36]=4)[CH3:26])=[C:17]([CH3:22])[C:13]=3[N:14]([CH3:16])[CH:15]=2)=[O:9])=[CH:24][CH:25]=1. The catalyst class is: 18. (2) Reactant: [F:1][C:2]([F:14])([CH2:7][CH2:8][CH2:9][CH2:10][CH2:11][CH2:12][OH:13])[C:3]([F:6])([F:5])[F:4].[H-].[Na+].Br[CH2:18][C:19]([O:21]CC)=[O:20]. Product: [F:1][C:2]([F:14])([C:3]([F:5])([F:4])[F:6])[CH2:7][CH2:8][CH2:9][CH2:10][CH2:11][CH2:12][O:13][CH2:18][C:19]([OH:21])=[O:20]. The catalyst class is: 7. (3) Reactant: [N:1]1[C:2]2[N:3]([C:14]3[CH:20]=[CH:19][CH:18]=[CH:17][C:15]=3[N:16]=2)[C:4]([C:7]2[CH:13]=[CH:12][C:10]([NH2:11])=[CH:9][CH:8]=2)=[CH:5][CH:6]=1.[C:21](O[C:21]([O:23][C:24]([CH3:27])([CH3:26])[CH3:25])=[O:22])([O:23][C:24]([CH3:27])([CH3:26])[CH3:25])=[O:22]. Product: [N:1]1[C:2]2[N:3]([C:14]3[CH:20]=[CH:19][CH:18]=[CH:17][C:15]=3[N:16]=2)[C:4]([C:7]2[CH:8]=[CH:9][C:10]([NH:11][C:21](=[O:22])[O:23][C:24]([CH3:27])([CH3:26])[CH3:25])=[CH:12][CH:13]=2)=[CH:5][CH:6]=1. The catalyst class is: 2. (4) Reactant: Br[C:2]1[C:3]2[N:4]([C:9]([C:12]([NH:14][C:15]3[CH:20]=[CH:19][N:18]=[CH:17][C:16]=3[F:21])=[O:13])=[CH:10][N:11]=2)[N:5]=[C:6]([Cl:8])[CH:7]=1.[CH3:22][O:23][C:24]1[CH:29]=[CH:28][C:27]([CH2:30][NH2:31])=[CH:26][CH:25]=1.CCN(C(C)C)C(C)C.O. Product: [Cl:8][C:6]1[CH:7]=[C:2]([NH:31][CH2:30][C:27]2[CH:28]=[CH:29][C:24]([O:23][CH3:22])=[CH:25][CH:26]=2)[C:3]2[N:4]([C:9]([C:12]([NH:14][C:15]3[CH:20]=[CH:19][N:18]=[CH:17][C:16]=3[F:21])=[O:13])=[CH:10][N:11]=2)[N:5]=1. The catalyst class is: 37. (5) Reactant: [NH2:1][C:2]1[CH:3]=[CH:4][C:5]([O:24][CH2:25][CH3:26])=[C:6]([C:8]2[NH:13][C:12](=[O:14])[C:11]3=[C:15]([CH3:23])[N:16]=[C:17]([CH:18]4[CH2:22][CH2:21][CH2:20][CH2:19]4)[N:10]3[N:9]=2)[CH:7]=1.[CH3:27][O:28][C:29]1[CH:30]=[C:31]([CH2:37][C:38](Cl)=[O:39])[CH:32]=[CH:33][C:34]=1[O:35][CH3:36].N1C=CC=CC=1. Product: [CH3:27][O:28][C:29]1[CH:30]=[C:31]([CH2:37][C:38]([NH:1][C:2]2[CH:3]=[CH:4][C:5]([O:24][CH2:25][CH3:26])=[C:6]([C:8]3[NH:13][C:12](=[O:14])[C:11]4=[C:15]([CH3:23])[N:16]=[C:17]([CH:18]5[CH2:22][CH2:21][CH2:20][CH2:19]5)[N:10]4[N:9]=3)[CH:7]=2)=[O:39])[CH:32]=[CH:33][C:34]=1[O:35][CH3:36]. The catalyst class is: 7.